Token-level Classification. Given an antigen amino acid sequence, predict which amino acid positions are active epitope sites capable of antibody binding. Output is a list of indices for active positions. From a dataset of B-cell epitopes from IEDB database with 3,159 antigens for binding position prediction. (1) Given the antigen sequence: MGSRSSTRIPVPLMLTVRVALALSCVRLTSSLDGRPLAAAGIVVTGDKAVNIYTSSQTGSIIIKLLPNMPKDKEACAKAPLEAYNRTLTTLLTPLGDSIRRIQESVTTSGGGKQGRLIGAIIGGVALGVATAAQITAASALIQANQNAANILRLKESIAATNEAVHEVTDGLSQLAVAVGKMQQFVNDQFNKTAQELDCIKITQQVGVELNLYLTELTTVFGPQITSPALTQLTIQALYNLAGGNMDYLLTKLGVGNNQLSSLIGSGLITGNPILYDSQTQLLGIQVTLPSVGNLNNMRATYLETLSVSTTKGFASALVPKVVTQVGSVIEELDTSYCIETDLDLYCTRIVTFPMSPGIYSCLSGNTSACMYSKTEGALTTPYMTLKGSVIANCKMTTCRCADPPGIISQNYGEAVSLIDRQSCNILSLDGITLRLSGEFDATYQKNISIQDSQVIVTGNLDISTELGNVNNSISNALDKLEESNSKLDKVNVKLTSTSA..., which amino acid positions are active epitope sites? The epitope positions are: [105, 106, 107, 108, 109, 110, 111, 112, 113, 114]. The amino acids at these positions are: VTTSGGGKQG. (2) Given the antigen sequence: MASKSGKDVTVKVENTNGRGRSRSRSRSRSRARNKNVKITINSKPGASGGQRRRGKPQSDKRVRSIVKQQLDKSGVTGPKPAIRQRATATLGTIGSNSSGKTELEACILTNPILVKDNTGNNTFGPIVALGAQYSLWRIRFLRIKFTPMVGQSAVTGTVVRASLNPTATPSSTGWSGLGARRHIDIVVGKAATFNLKASDLSGPREGWWLTNTNDSGDSTLGPSIEIHTLGTTMSAYQNGPFTGGLFLCELQAEWEFSGYAANPALLSLEKNRDDDAEVSFDGQQGEPLTMVVAEDSLFNKVATRRSTFTRGIARDGQTKSETIWQVVDTAVSAAETVVPPPFGWLIRGGYWFVKKLAGRTKLRNGKQTSSYVCYASYQDALSDKPAICTGVAANFYAGRTETARANLHFTQMNEPSTGVGETPTAFRMYRAAPDDIVYLRFKPETVNEEVDYDNISVSPAARLFLARKYTAHSLKVKGNSGTTRIHCVVKVNDPMWYSP..., which amino acid positions are active epitope sites? The epitope positions are: [162, 163, 164, 165, 166, 167, 168, 169, 170, 171, 172, 173, 174, 175, 176, 177, 178]. The amino acids at these positions are: SLNPTATPSSTGWSGLG. (3) Given the antigen sequence: MKTFLIFVLAMTMSIITTARQLNPSEQELQSPQQPVPKEQSYPQQPYPSHQPFPTPQQYSPYQPQQPFPQPQQPTPIQPQQPFPQRPQQPFPQPQQQLPLQPQQSFPQPQHPIPQQPQQSFPQQPQRPEQQFPQQPQQIIPQQTQQPFPLQPQQPFPQQPQRPFAQQPEQIISQQPFPLQPQQPFSQPQQPFPQQPGQIIPQQPQQPSPLQPQQPFSQQPQRPQQPFPQQPQQIIPQQPQQPFPLQPQQPVPQQPQRPFGQQPEQIISQRPQQPFPLQPQQPFSQPQQPFPQQPGQIIPQQPQQPFPLQPQQPFPQQPEQIISQQPQQPFPLQPQQPSPQQPQLPFPQPQQPFVVVV, which amino acid positions are active epitope sites? The epitope positions are: [79, 80, 81, 82, 83, 84, 85, 86, 87, 88]. The amino acids at these positions are: QQPFPQRPQQ.